Dataset: Full USPTO retrosynthesis dataset with 1.9M reactions from patents (1976-2016). Task: Predict the reactants needed to synthesize the given product. (1) The reactants are: [CH3:1][O:2][C:3]([C:5]1[C:9]([NH2:10])=[CH:8][NH:7][N:6]=1)=[O:4].C(N(CC)CC)C.[Cl:18][C:19]1[CH:27]=[CH:26][CH:25]=[C:24]([Cl:28])[C:20]=1[C:21](Cl)=[O:22]. Given the product [CH3:1][O:2][C:3]([C:5]1[C:9]([NH:10][C:21](=[O:22])[C:20]2[C:19]([Cl:18])=[CH:27][CH:26]=[CH:25][C:24]=2[Cl:28])=[CH:8][NH:7][N:6]=1)=[O:4], predict the reactants needed to synthesize it. (2) The reactants are: Cl[C:2]1[N:3]=[C:4]([N:11]2[CH2:16][CH2:15][O:14][CH2:13][CH2:12]2)[C:5]2[CH:10]=[CH:9][O:8][C:6]=2[N:7]=1.CC1(C)C(C)(C)OB([C:25]2[CH:26]=[N:27][C:28]([NH2:31])=[N:29][CH:30]=2)O1.CC([O-])=O.[K+].C(#N)C. Given the product [O:14]1[CH2:15][CH2:16][N:11]([C:4]2[C:5]3[CH:10]=[CH:9][O:8][C:6]=3[N:7]=[C:2]([C:25]3[CH:26]=[N:27][C:28]([NH2:31])=[N:29][CH:30]=3)[N:3]=2)[CH2:12][CH2:13]1, predict the reactants needed to synthesize it. (3) Given the product [Cl:1][C:2]1[CH:7]=[CH:6][C:5]([S:8]([N:11]([CH2:19][C:20]2[CH:29]=[CH:28][C:23]([CH2:24][NH:31][NH2:32])=[CH:22][CH:21]=2)[CH2:12][C:13]2[CH:18]=[CH:17][CH:16]=[CH:15][N:14]=2)(=[O:10])=[O:9])=[CH:4][CH:3]=1, predict the reactants needed to synthesize it. The reactants are: [Cl:1][C:2]1[CH:7]=[CH:6][C:5]([S:8]([N:11]([CH2:19][C:20]2[CH:29]=[CH:28][C:23]([C:24](OC)=O)=[CH:22][CH:21]=2)[CH2:12][C:13]2[CH:18]=[CH:17][CH:16]=[CH:15][N:14]=2)(=[O:10])=[O:9])=[CH:4][CH:3]=1.O.[NH2:31][NH2:32]. (4) Given the product [Cl:1][C:2]1[N:10]=[C:9]2[C:5]([N:6]=[CH:7][N:8]2[CH:11]2[CH2:16][CH2:15][CH2:14][CH2:13][O:12]2)=[C:4]([C:24]([C:23]2[CH:26]=[CH:27][CH:28]=[C:21]([N+:18]([O-:20])=[O:19])[CH:22]=2)=[O:25])[N:3]=1, predict the reactants needed to synthesize it. The reactants are: [Cl:1][C:2]1[N:10]=[C:9]2[C:5]([N:6]=[CH:7][N:8]2[CH:11]2[CH2:16][CH2:15][CH2:14][CH2:13][O:12]2)=[C:4](Cl)[N:3]=1.[N+:18]([C:21]1[CH:22]=[C:23]([CH:26]=[CH:27][CH:28]=1)[CH:24]=[O:25])([O-:20])=[O:19].[I-].C[N+]1C=CN(C)C=1.[H-].[Na+]. (5) Given the product [CH3:19][C:13]1([C:11]([C:10]2[S:9][C:8]([NH2:20])=[N:7][C:6]=2[C:2]2[O:1][CH:5]=[CH:4][CH:3]=2)=[O:12])[CH2:18][CH2:17][O:16][CH2:15][CH2:14]1, predict the reactants needed to synthesize it. The reactants are: [O:1]1[CH:5]=[CH:4][CH:3]=[C:2]1[C:6]1[N:7]=[C:8]([NH:20]C(=O)OC(C)(C)C)[S:9][C:10]=1[C:11]([C:13]1([CH3:19])[CH2:18][CH2:17][O:16][CH2:15][CH2:14]1)=[O:12]. (6) Given the product [CH3:1][N:2]1[CH2:7][CH2:6][N:5]([C:8]2[N:16]3[C:11]([CH:12]=[CH:13][CH:14]=[CH:15]3)=[CH:10][C:9]=2[C:17]([OH:19])=[O:18])[C:4](=[O:22])[CH2:3]1, predict the reactants needed to synthesize it. The reactants are: [CH3:1][N:2]1[CH2:7][CH2:6][N:5]([C:8]2[N:16]3[C:11]([CH:12]=[CH:13][CH:14]=[CH:15]3)=[CH:10][C:9]=2[C:17]([O:19]CC)=[O:18])[C:4](=[O:22])[CH2:3]1.[OH-].[Li+]. (7) Given the product [CH2:1]([C:3]1[CH:8]=[CH:7][C:6]([CH:9]2[CH2:14][N:13]([C:15]([N:37]3[CH2:38][CH2:39][CH:34]([C:32]#[N:33])[CH2:35][CH2:36]3)=[O:17])[CH2:12][CH:11]([C:27]([O:29][CH2:30][CH3:31])=[O:28])[CH2:10]2)=[CH:5][CH:4]=1)[CH3:2], predict the reactants needed to synthesize it. The reactants are: [CH2:1]([C:3]1[CH:8]=[CH:7][C:6]([CH:9]2[CH2:14][N:13]([C:15]([O:17]C3C=CC([N+]([O-])=O)=CC=3)=O)[CH2:12][CH:11]([C:27]([O:29][CH2:30][CH3:31])=[O:28])[CH2:10]2)=[CH:5][CH:4]=1)[CH3:2].[C:32]([CH:34]1[CH2:39][CH2:38][NH:37][CH2:36][CH2:35]1)#[N:33].C(=O)([O-])[O-].[K+].[K+].CN(C=O)C.